From a dataset of Choline transporter screen with 302,306 compounds. Binary Classification. Given a drug SMILES string, predict its activity (active/inactive) in a high-throughput screening assay against a specified biological target. The molecule is o1c(c2ccc(OC)cc2)cc(=O)c2c1ccc(O)c2. The result is 1 (active).